Dataset: Drug-target binding data from BindingDB using IC50 measurements. Task: Regression. Given a target protein amino acid sequence and a drug SMILES string, predict the binding affinity score between them. We predict pIC50 (pIC50 = -log10(IC50 in M); higher means more potent). Dataset: bindingdb_ic50. (1) The small molecule is CCCCCCCCCCCCS(=O)(=O)N[C@H](CC(=O)[O-])C[N+](C)(C)C. The target protein (Q63704) has sequence MAEAHQAVAFQFTVTPDGVDFRLSREALRHIYLSGINSWKKRLIRIKNGILRGVYPGSPTSWLVVVMATVGSNYCKVDISMGLVHCIQRCLPTRYGSYGTPQTETLLSMVIFSTGVWATGIFLFRQTLKLLLSYHGWMFEMHSKTSHATKIWAICVRLLSSRRPMLYSFQTSLPKLPVPSVPATIHRYLDSVRPLLDDEAYFRMESLAKEFQDKIAPRLQKYLVLKSWWATNYVSDWWEEYVYLRGRSPIMVNSNYYAMDFVLIKNTSQQAARLGNTVHAMIMYRRKLDREEIKPVMALGMVPMCSYQMERMFNTTRIPGKETDLLQHLSESRHVAVYHKGRFFKVWLYEGSCLLKPRDLEMQFQRILDDTSPPQPGEEKLAALTAGGRVEWAEARQKFFSSGKNKMSLDTIERAAFFVALDEDSHCYNPDDEASLSLYGKSLLHGNCYNRWFDKSFTLISCKNGQLGLNTEHSWADAPIIGHLWEFVLATDTFHLGYTE.... The pIC50 is 5.0. (2) The compound is CCCCc1[se]c(NC(=O)c2cc(OC)c(OC)c(OC)c2)nc1-c1ccc(OC)cc1. The target protein (P55058) has sequence MALFGALFLALLAGAHAEFPGCKIRVTSKALELVKQEGLRFLEQELETITIPDLRGKEGHFYYNISEVKVTELQLTSSELDFQPQQELMLQITNASLGLRFRRQLLYWFFYDGGYINASAEGVSIRTGLELSRDPAGRMKVSNVSCQASVSRMHAAFGGTFKKVYDFLSTFITSGMRFLLNQQICPVLYHAGTVLLNSLLDTVPVRSSVDELVGIDYSLMKDPVASTSNLDMDFRGAFFPLTERNWSLPNRAVEPQLQEEERMVYVAFSEFFFDSAMESYFRAGALQLLLVGDKVPHDLDMLLRATYFGSIVLLSPAVIDSPLKLELRVLAPPRCTIKPSGTTISVTASVTIALVPPDQPEVQLSSMTMDARLSAKMALRGKALRTQLDLRRFRIYSNHSALESLALIPLQAPLKTMLQIGVMPMLNERTWRGVQIPLPEGINFVHEVVTNHAGFLTIGADLHFAKGLREVIEKNRPADVRASTAPTPSTAAV. The pIC50 is 3.8. (3) The small molecule is N=C(N)NCCC[C@@H](NC(=O)[C@@H](CCCNC(=N)N)NC(=O)[C@@H](CCCNC(=N)N)NC(=O)[C@@H](CCCNC(=N)N)NC(=O)[C@@H](CCCNC(=N)N)NC(=O)[C@@H](CCCNC(=N)N)NC(=O)CCCCCNC(=O)[C@H]1OC(n2cnc3c(N)ncnc32)[C@H](O)[C@@H]1O)C(=O)O. The target protein sequence is MRRGGAGAPPDLGSVLGHTTPNLRDLYALGRKLGQGQFGTTYLCTELATGIDYACKSISKRKLITKEDVDDVRREIQIMHHLSGHKNVVAIKGAYEDQVYVHIVMELCAGGELFDRIIQRGHYSERKAAALTRIIVGVVEACHSLGVMHRDLKPENFLLANRDDDLSLKAIDFGLSVFFKPGQVFTDVVGSPYYVAPEVLLKSYGPAADVWTAGVILYILLSGVPPFWAETQQGIFDAVLKGAIDFDSDPWPVISDSAKDLIRRMLNPRPAERLTAHEVLCHPWIRDHGVAPDRPLDPAVLSRIKQFSAMNKLKKMALRVIAESLSEEEIAGLKEMFQTMDTDNSGAITYDELKEGLRKYGSTLKDTEIRDLMDAADIDNSGTIDYIEFIAATLHLNKLEREEHLVAAFSYFDKDGSGYITVDELQLACKEHNMPDAFLDDVINEADQDNDGRIDYGEFVAMMTKGNMGVGRRTMRNSLNISMRDDLVCSET. The pIC50 is 5.9. (4) The small molecule is O=C1CN=C(c2ccc[nH]2)c2cc(Cl)ccc2N1. The target protein (P04326) has sequence MEPVDPRLEPWKHPGSQPKTACTNCYCKKCCFHCQVCFITKALGISYGRKKRRQRRRAPQGSQTHQVSLSKQPTSQSRGDPTGPKE. The pIC50 is 5.4.